This data is from Catalyst prediction with 721,799 reactions and 888 catalyst types from USPTO. The task is: Predict which catalyst facilitates the given reaction. (1) Reactant: Cl.[N:2]12[CH2:9][CH2:8][CH:5]([CH2:6][CH2:7]1)[C:4](=O)[CH2:3]2.[O:11]([C:18]1[CH:24]=[CH:23][C:21]([NH2:22])=[CH:20][CH:19]=1)[C:12]1[CH:17]=[CH:16][CH:15]=[CH:14][CH:13]=1.[O-]S([O-])(=O)=O.[Na+].[Na+].[BH-](OC(C)=O)(OC(C)=O)OC(C)=O.[Na+].C([O-])(O)=O.[Na+]. Product: [O:11]([C:18]1[CH:19]=[CH:20][C:21]([NH:22][CH:4]2[CH:5]3[CH2:8][CH2:9][N:2]([CH2:7][CH2:6]3)[CH2:3]2)=[CH:23][CH:24]=1)[C:12]1[CH:17]=[CH:16][CH:15]=[CH:14][CH:13]=1. The catalyst class is: 15. (2) Reactant: [F:1][C:2]1[CH:3]=[C:4]([N:13]2[CH:17]=[C:16]([CH2:18][NH2:19])[N:15]=[N:14]2)[CH:5]=[CH:6][C:7]=1[N:8]1[CH:12]=[CH:11][CH:10]=[N:9]1.[C:20](=O)(O)[O-:21].[Na+].[C:25](Cl)(Cl)=[S:26]. Product: [CH3:20][O:21][C:25](=[S:26])[NH:19][CH2:18][C:16]1[N:15]=[N:14][N:13]([C:4]2[CH:5]=[CH:6][C:7]([N:8]3[CH:12]=[CH:11][CH:10]=[N:9]3)=[C:2]([F:1])[CH:3]=2)[CH:17]=1. The catalyst class is: 789. (3) Reactant: [CH:1]([NH:4][CH2:5][CH2:6][NH2:7])([CH3:3])[CH3:2].Cl[C:9]1[N:14]=[C:13]([O:15][CH3:16])[C:12]([N+:17]([O-:19])=[O:18])=[C:11]([O:20][CH3:21])[N:10]=1. Product: [CH3:16][O:15][C:13]1[C:12]([N+:17]([O-:19])=[O:18])=[C:11]([O:20][CH3:21])[N:10]=[C:9]([NH:7][CH2:6][CH2:5][NH:4][CH:1]([CH3:3])[CH3:2])[N:14]=1. The catalyst class is: 8. (4) Reactant: C(=O)([O-])[O-].[K+].[K+].[CH3:7]N1CCCC1=O.[Br:14][C:15]1[C:16]([Cl:26])=[C:17]([OH:25])[C:18]([S:21]([CH3:24])(=[O:23])=[O:22])=[CH:19][CH:20]=1.Cl[CH2:28][CH2:29][CH:30]1[O:34][CH2:33][CH2:32][O:31]1. Product: [C:15]1([CH3:7])[CH:16]=[CH:17][CH:18]=[CH:19][CH:20]=1.[Br:14][C:15]1[C:16]([Cl:26])=[C:17]([C:18]([S:21]([CH3:24])(=[O:23])=[O:22])=[CH:19][CH:20]=1)[O:25][CH2:28][CH2:29][CH:30]1[O:34][CH2:33][CH2:32][O:31]1. The catalyst class is: 226. (5) Reactant: Br[C:2]1[C:3]([C:24]#[N:25])=[CH:4][CH:5]=[C:6]2[C:14]=1[NH:13][C:12]1[C:11]([CH3:16])([CH3:15])[C:10]3[CH:17]=[C:18]([O:21][CH3:22])[CH:19]=[CH:20][C:9]=3[C:8](=[O:23])[C:7]2=1.CC(C1C=C(C(C)C)C(C2C=CC=CC=2P(C2CCCCC2)C2CCCCC2)=C(C(C)C)C=1)C.[OH-:60].[Na+].C(Cl)(Cl)Cl.Cl. Product: [OH:60][C:2]1[C:3]([C:24]#[N:25])=[CH:4][CH:5]=[C:6]2[C:14]=1[NH:13][C:12]1[C:11]([CH3:16])([CH3:15])[C:10]3[CH:17]=[C:18]([O:21][CH3:22])[CH:19]=[CH:20][C:9]=3[C:8](=[O:23])[C:7]2=1. The catalyst class is: 488. (6) Reactant: [OH:1][C:2]1[CH:7]=[CH:6][C:5]([C:8](=[O:10])[CH3:9])=[CH:4][C:3]=1[C:11]([F:14])([F:13])[F:12].I[CH2:16][CH3:17].C(=O)([O-])[O-].[Cs+].[Cs+].CN(C)C=O. Product: [CH2:16]([O:1][C:2]1[CH:7]=[CH:6][C:5]([C:8](=[O:10])[CH3:9])=[CH:4][C:3]=1[C:11]([F:12])([F:13])[F:14])[CH3:17]. The catalyst class is: 6. (7) The catalyst class is: 7. Reactant: [F:1][C:2]1[CH:3]=[C:4]([CH:6]=[CH:7][C:8]=1[F:9])[NH2:5].[CH3:10][C:11]([O:14][C:15](O[C:15]([O:14][C:11]([CH3:13])([CH3:12])[CH3:10])=[O:16])=[O:16])([CH3:13])[CH3:12]. Product: [F:1][C:2]1[CH:3]=[C:4]([NH:5][C:15](=[O:16])[O:14][C:11]([CH3:13])([CH3:12])[CH3:10])[CH:6]=[CH:7][C:8]=1[F:9]. (8) Reactant: [CH:1]1([N:7]([CH2:12][CH:13](OC)[O:14]C)[C:8](=[O:11])[CH:9]=[CH2:10])[CH2:6][CH2:5][CH2:4][CH2:3][CH2:2]1.C1(C)C=CC(S(O)(=O)=O)=CC=1. Product: [CH:1]1([N:7]([CH2:12][CH:13]=[O:14])[C:8](=[O:11])[CH:9]=[CH2:10])[CH2:6][CH2:5][CH2:4][CH2:3][CH2:2]1. The catalyst class is: 4.